Task: Predict the product of the given reaction.. Dataset: Forward reaction prediction with 1.9M reactions from USPTO patents (1976-2016) (1) Given the reactants Cl[C:2]1[N:10]=[C:9]([S:11][CH2:12][C:13]2[CH:18]=[CH:17][C:16]([O:19][CH3:20])=[C:15]([N+:21]([O-:23])=[O:22])[CH:14]=2)[N:8]=[C:7]2[C:3]=1[N:4]=[CH:5][N:6]2[CH3:24].[CH:25](/B(O)O)=[CH:26]\[CH3:27].C(=O)([O-])[O-].[Na+].[Na+], predict the reaction product. The product is: [CH3:20][O:19][C:16]1[CH:17]=[CH:18][C:13]([CH2:12][S:11][C:9]2[N:8]=[C:7]3[C:3]([N:4]=[CH:5][N:6]3[CH3:24])=[C:2](/[CH:25]=[CH:26]/[CH3:27])[N:10]=2)=[CH:14][C:15]=1[N+:21]([O-:23])=[O:22]. (2) Given the reactants [Cl:1][C:2]1[CH:7]=[CH:6][C:5]([CH:8]([C:10]2[N:11]([CH3:16])[C:12]([SH:15])=[N:13][CH:14]=2)[OH:9])=[CH:4][CH:3]=1.Br[CH2:18][CH2:19][CH3:20], predict the reaction product. The product is: [Cl:1][C:2]1[CH:3]=[CH:4][C:5]([CH:8]([C:10]2[N:11]([CH3:16])[C:12]([S:15][CH2:18][CH2:19][CH3:20])=[N:13][CH:14]=2)[OH:9])=[CH:6][CH:7]=1. (3) Given the reactants [C:1]([O:5][C:6]([N:8]1[CH2:13][CH2:12][C:11](=O)[CH2:10][CH2:9]1)=[O:7])([CH3:4])([CH3:3])[CH3:2].[CH2:15]([NH2:20])[C:16]([CH3:19])([CH3:18])[CH3:17].[H][H], predict the reaction product. The product is: [CH3:17][C:16]([CH3:19])([CH3:18])[CH2:15][NH:20][CH:11]1[CH2:12][CH2:13][N:8]([C:6]([O:5][C:1]([CH3:4])([CH3:3])[CH3:2])=[O:7])[CH2:9][CH2:10]1.